Dataset: Catalyst prediction with 721,799 reactions and 888 catalyst types from USPTO. Task: Predict which catalyst facilitates the given reaction. (1) Reactant: [C:1]([NH:4][C:5]1[CH:21]=[CH:20][C:8]([O:9][CH2:10][CH2:11][C:12]([CH3:19])([CH3:18])[C:13]([O:15][CH2:16][CH3:17])=[O:14])=[CH:7][C:6]=1[NH2:22])(=[O:3])[CH3:2].Br[CH2:24][C:25]1[CH:30]=[CH:29][C:28]([O:31][CH2:32][CH2:33][CH2:34][CH2:35][CH3:36])=[CH:27][C:26]=1[Cl:37].C([O-])([O-])=O.[K+].[K+].CN(C=O)C. Product: [C:1]([NH:4][C:5]1[CH:21]=[CH:20][C:8]([O:9][CH2:10][CH2:11][C:12]([CH3:18])([CH3:19])[C:13]([O:15][CH2:16][CH3:17])=[O:14])=[CH:7][C:6]=1[NH:22][CH2:24][C:25]1[CH:30]=[CH:29][C:28]([O:31][CH2:32][CH2:33][CH2:34][CH2:35][CH3:36])=[CH:27][C:26]=1[Cl:37])(=[O:3])[CH3:2]. The catalyst class is: 6. (2) Reactant: [O:1]1[C:5]2[CH:6]=[CH:7][CH:8]=[CH:9][C:4]=2[C:3]([C:10]2[CH:11]=[N:12][NH:13][C:14]=2[NH2:15])=[N:2]1.[Cl:16][C:17]1[CH:22]=[CH:21][C:20]([C:23](=O)[CH2:24][C:25](OCC)=[O:26])=[CH:19][C:18]=1[O:31][CH3:32].CC1C=CC(S(O)(=O)=O)=CC=1. Product: [O:1]1[C:5]2[CH:6]=[CH:7][CH:8]=[CH:9][C:4]=2[C:3]([C:10]2[CH:11]=[N:12][N:13]3[C:25](=[O:26])[CH:24]=[C:23]([C:20]4[CH:21]=[CH:22][C:17]([Cl:16])=[C:18]([O:31][CH3:32])[CH:19]=4)[NH:15][C:14]=23)=[N:2]1. The catalyst class is: 114. (3) Reactant: [Cl:1][C:2]1[N:7]=[C:6]([CH:8]=[O:9])[C:5]2[C:10]([O:32][CH3:33])=[N:11][N:12]([C:13]([C:26]3[CH:31]=[CH:30][CH:29]=[CH:28][CH:27]=3)([C:20]3[CH:25]=[CH:24][CH:23]=[CH:22][CH:21]=3)[C:14]3[CH:19]=[CH:18][CH:17]=[CH:16][CH:15]=3)[C:4]=2[CH:3]=1.CO.[BH4-].[Na+]. Product: [Cl:1][C:2]1[N:7]=[C:6]([CH2:8][OH:9])[C:5]2[C:10]([O:32][CH3:33])=[N:11][N:12]([C:13]([C:14]3[CH:15]=[CH:16][CH:17]=[CH:18][CH:19]=3)([C:20]3[CH:21]=[CH:22][CH:23]=[CH:24][CH:25]=3)[C:26]3[CH:31]=[CH:30][CH:29]=[CH:28][CH:27]=3)[C:4]=2[CH:3]=1. The catalyst class is: 34. (4) Reactant: [CH3:1][C:2]1[N:3]=[CH:4][N:5]([C:7]2[C:36](=[O:37])[N:11]3[CH2:12][CH2:13][N:14]([C@@H:17]([CH3:35])[CH2:18][O:19][C:20]4[CH:25]=[CH:24][C:23]([N+:26]([O-])=O)=[CH:22][C:21]=4[S:29]([F:34])([F:33])([F:32])([F:31])[F:30])[C:15](=[O:16])[C:10]3=[CH:9][CH:8]=2)[CH:6]=1.C(O)C.[Cl-].[NH4+]. Product: [NH2:26][C:23]1[CH:24]=[CH:25][C:20]([O:19][CH2:18][C@@H:17]([N:14]2[CH2:13][CH2:12][N:11]3[C:36](=[O:37])[C:7]([N:5]4[CH:6]=[C:2]([CH3:1])[N:3]=[CH:4]4)=[CH:8][CH:9]=[C:10]3[C:15]2=[O:16])[CH3:35])=[C:21]([S:29]([F:30])([F:34])([F:33])([F:32])[F:31])[CH:22]=1. The catalyst class is: 693.